Dataset: Full USPTO retrosynthesis dataset with 1.9M reactions from patents (1976-2016). Task: Predict the reactants needed to synthesize the given product. (1) Given the product [NH2:8][C:9]1[N:14]=[C:13]([CH3:15])[C:12]([CH2:16][NH:17][C:18]2[C:19]3[C:20](=[N:24][N:25]([CH2:27][C:28]4[CH:29]=[CH:30][C:31]([CH2:32][N:33]5[CH:37]=[CH:36][C:35]([C:38]([OH:40])=[O:39])=[N:34]5)=[CH:41][CH:42]=4)[CH:26]=3)[N:21]=[CH:22][N:23]=2)=[C:11]([CH3:43])[CH:10]=1, predict the reactants needed to synthesize it. The reactants are: C(OC([NH:8][C:9]1[N:14]=[C:13]([CH3:15])[C:12]([CH2:16][NH:17][C:18]2[C:19]3[C:20](=[N:24][N:25]([CH2:27][C:28]4[CH:42]=[CH:41][C:31]([CH2:32][N:33]5[CH:37]=[CH:36][C:35]([C:38]([OH:40])=[O:39])=[N:34]5)=[CH:30][CH:29]=4)[CH:26]=3)[N:21]=[CH:22][N:23]=2)=[C:11]([CH3:43])[CH:10]=1)=O)(C)(C)C.Cl. (2) Given the product [Cl:1][C:2]1[CH:7]=[CH:6][C:5]([N:8]2[C:16](=[O:17])[C:15]3[N:14]=[CH:13][N:12]([C:18]4[CH:19]=[C:20]([NH:24][S:25]([CH3:28])(=[O:27])=[O:26])[CH:21]=[CH:22][CH:23]=4)[C:11]=3[N:10]=[C:9]2[C:29]2[CH:30]=[CH:31][C:32]([C:45]3[CH:50]=[N:49][CH:48]=[CH:47][N:46]=3)=[CH:33][CH:34]=2)=[CH:4][CH:3]=1, predict the reactants needed to synthesize it. The reactants are: [Cl:1][C:2]1[CH:7]=[CH:6][C:5]([N:8]2[C:16](=[O:17])[C:15]3[N:14]=[CH:13][N:12]([C:18]4[CH:19]=[C:20]([NH:24][S:25]([CH3:28])(=[O:27])=[O:26])[CH:21]=[CH:22][CH:23]=4)[C:11]=3[N:10]=[C:9]2[C:29]2[CH:34]=[CH:33][C:32](B3OC(C)(C)C(C)(C)O3)=[CH:31][CH:30]=2)=[CH:4][CH:3]=1.I[C:45]1[CH:50]=[N:49][CH:48]=[CH:47][N:46]=1.C(=O)([O-])[O-].[Cs+].[Cs+]. (3) Given the product [Cl:16][C:17]1[CH:18]=[C:19]([CH:23]=[C:24]([CH3:26])[N:25]=1)[C:20]([N:2]([CH3:1])[C:3]1[CH:4]=[N:5][CH:6]=[CH:7][C:8]=1[C:9]1[CH:14]=[CH:13][CH:12]=[CH:11][C:10]=1[CH3:15])=[O:22], predict the reactants needed to synthesize it. The reactants are: [CH3:1][NH:2][C:3]1[CH:4]=[N:5][CH:6]=[CH:7][C:8]=1[C:9]1[CH:14]=[CH:13][CH:12]=[CH:11][C:10]=1[CH3:15].[Cl:16][C:17]1[CH:18]=[C:19]([CH:23]=[C:24]([CH3:26])[N:25]=1)[C:20]([OH:22])=O. (4) Given the product [C:24]([O:28][C:29]([N:31]1[CH2:36][CH2:35][N:34]([C:2]2[C:7]3[CH:8]=[C:9]([S:11]([CH2:19][C:18]4[CH:21]=[CH:22][CH:23]=[C:16]([Br:15])[CH:17]=4)(=[O:13])=[O:12])[S:10][C:6]=3[CH:5]=[CH:4][N:3]=2)[CH2:33][CH2:32]1)=[O:30])([CH3:27])([CH3:25])[CH3:26], predict the reactants needed to synthesize it. The reactants are: Cl[C:2]1[C:7]2[CH:8]=[C:9]([S:11]([O-:13])=[O:12])[S:10][C:6]=2[CH:5]=[CH:4][N:3]=1.[Li+].[Br:15][C:16]1[CH:17]=[C:18]([CH:21]=[CH:22][CH:23]=1)[CH2:19]Br.[C:24]([O:28][C:29]([N:31]1[CH2:36][CH2:35][NH:34][CH2:33][CH2:32]1)=[O:30])([CH3:27])([CH3:26])[CH3:25]. (5) Given the product [CH2:1]([N:8]1[CH2:12][CH2:11][CH2:10][CH:9]1[CH2:13][N:14]1[C:18]2=[N:19][CH:20]=[CH:21][CH:22]=[C:17]2[C:16]([S:30]([C:26]2[CH:27]=[CH:28][CH:29]=[C:24]([Cl:23])[CH:25]=2)(=[O:32])=[O:31])=[CH:15]1)[C:2]1[CH:7]=[CH:6][CH:5]=[CH:4][CH:3]=1, predict the reactants needed to synthesize it. The reactants are: [CH2:1]([N:8]1[CH2:12][CH2:11][CH2:10][CH:9]1[CH2:13][N:14]1[C:18]2=[N:19][CH:20]=[CH:21][CH:22]=[C:17]2[CH:16]=[CH:15]1)[C:2]1[CH:7]=[CH:6][CH:5]=[CH:4][CH:3]=1.[Cl:23][C:24]1[CH:25]=[C:26]([S:30](Cl)(=[O:32])=[O:31])[CH:27]=[CH:28][CH:29]=1. (6) Given the product [O:24]=[C:23]1[N:8]([CH2:7][C:1]2[CH:2]=[CH:3][CH:4]=[CH:5][CH:6]=2)[C@@H:9]([C:12]([OH:14])=[O:13])[CH2:10][O:11][CH2:22]1, predict the reactants needed to synthesize it. The reactants are: [C:1]1([CH2:7][NH:8][C@@H:9]([C:12]([OH:14])=[O:13])[CH2:10][OH:11])[CH:6]=[CH:5][CH:4]=[CH:3][CH:2]=1.C([O-])([O-])=O.[K+].[K+].Cl[CH2:22][C:23](Cl)=[O:24].[OH-].[Na+]. (7) Given the product [Cl:1][C:2]1[C:3]([N:8]2[CH2:13][CH2:12][CH:11]([C:14]([OH:16])=[O:15])[CH:10]([OH:19])[CH2:9]2)=[N:4][CH:5]=[CH:6][CH:7]=1, predict the reactants needed to synthesize it. The reactants are: [Cl:1][C:2]1[C:3]([N:8]2[CH2:13][CH2:12][CH:11]([C:14]([O:16]CC)=[O:15])[CH:10]([OH:19])[CH2:9]2)=[N:4][CH:5]=[CH:6][CH:7]=1.C[O-].[Na+]. (8) Given the product [ClH:22].[NH2:13][C@H:4]1[CH2:5][CH2:6][C:7]2[CH:12]=[CH:11][CH:10]=[CH:9][C:8]=2[N:2]([CH3:1])[C:3]1=[O:21], predict the reactants needed to synthesize it. The reactants are: [CH3:1][N:2]1[C:8]2[CH:9]=[CH:10][CH:11]=[CH:12][C:7]=2[CH2:6][CH2:5][C@H:4]([NH:13]C(=O)OC(C)(C)C)[C:3]1=[O:21].[ClH:22].